From a dataset of NCI-60 drug combinations with 297,098 pairs across 59 cell lines. Regression. Given two drug SMILES strings and cell line genomic features, predict the synergy score measuring deviation from expected non-interaction effect. Drug 1: CCCCCOC(=O)NC1=NC(=O)N(C=C1F)C2C(C(C(O2)C)O)O. Drug 2: CCN(CC)CCCC(C)NC1=C2C=C(C=CC2=NC3=C1C=CC(=C3)Cl)OC. Cell line: BT-549. Synergy scores: CSS=12.6, Synergy_ZIP=-1.11, Synergy_Bliss=2.23, Synergy_Loewe=-28.4, Synergy_HSA=-2.28.